This data is from Full USPTO retrosynthesis dataset with 1.9M reactions from patents (1976-2016). The task is: Predict the reactants needed to synthesize the given product. (1) Given the product [CH:1]1([C:4]2[C:13]([CH3:14])=[N:12][N:11]([CH3:10])[C:5]=2[NH2:6])[CH2:2][CH2:3]1, predict the reactants needed to synthesize it. The reactants are: [CH:1]1([CH:4](C(=O)C)[C:5]#[N:6])[CH2:3][CH2:2]1.[CH3:10][NH:11][NH2:12].[CH2:13](O)[CH3:14]. (2) The reactants are: [CH3:1][O:2][C:3](=[O:30])[C:4]1[CH:9]=[CH:8][C:7]([O:10][CH2:11][CH:12]=[CH2:13])=[C:6]([N:14]([CH2:27][CH:28]=[CH2:29])[S:15]([C:18]2[CH:23]=[C:22]([Cl:24])[CH:21]=[CH:20][C:19]=2[O:25][CH3:26])(=[O:17])=[O:16])[CH:5]=1. Given the product [CH3:1][O:2][C:3](=[O:30])[C:4]1[CH:9]=[CH:8][C:7]([O:10][CH:11]=[CH:12][CH3:13])=[C:6]([N:14]([S:15]([C:18]2[CH:23]=[C:22]([Cl:24])[CH:21]=[CH:20][C:19]=2[O:25][CH3:26])(=[O:17])=[O:16])[CH:27]=[CH:28][CH3:29])[CH:5]=1, predict the reactants needed to synthesize it. (3) Given the product [CH2:1]([O:3][C:4]1[CH:5]=[C:6]([C:7]2[O:9][N:20]=[C:19]([C:28]3[CH:29]=[CH:30][N:35]=[C:37]4[NH:33][CH:31]=[CH:32][C:27]=34)[N:18]=2)[CH:10]=[CH:11][C:12]=1[O:13][CH2:14][CH3:15])[CH3:2], predict the reactants needed to synthesize it. The reactants are: [CH2:1]([O:3][C:4]1[CH:5]=[C:6]([CH:10]=[CH:11][C:12]=1[O:13][CH2:14][CH3:15])[C:7]([OH:9])=O)[CH3:2].CC[N:18]=[C:19]=[N:20]CCCN(C)C.[CH:27]1[CH:28]=[CH:29][C:30]2[N:35](O)N=[N:33][C:31]=2[CH:32]=1.[CH3:37]N(C=O)C. (4) Given the product [Cl:10][C:11]1[CH:42]=[CH:41][CH:40]=[CH:39][C:12]=1[CH2:13][N:14]([CH3:38])[C:15]([C:17]1[N:18]=[N:19][N:20]([CH2:23][C:24]2[CH:29]=[C:28]([C:30]([F:33])([F:31])[F:32])[CH:27]=[C:26]([C:34]([F:37])([F:35])[F:36])[CH:25]=2)[C:21]=1[NH:1][C:2]1[CH:7]=[CH:6][CH:5]=[CH:4][CH:3]=1)=[O:16], predict the reactants needed to synthesize it. The reactants are: [NH2:1][C:2]1[CH:7]=[CH:6][CH:5]=[CH:4][CH:3]=1.C[Li].[Cl:10][C:11]1[CH:42]=[CH:41][CH:40]=[CH:39][C:12]=1[CH2:13][N:14]([CH3:38])[C:15]([C:17]1[N:18]=[N:19][N:20]([CH2:23][C:24]2[CH:29]=[C:28]([C:30]([F:33])([F:32])[F:31])[CH:27]=[C:26]([C:34]([F:37])([F:36])[F:35])[CH:25]=2)[C:21]=1Cl)=[O:16]. (5) Given the product [NH2:37][C@@H:13]([CH2:12][C:9]1[CH:10]=[CH:11][C:6]([O:5][C:1]([CH3:4])([CH3:3])[CH3:2])=[CH:7][CH:8]=1)[C:14]([N:16]([C@@H:28]([CH3:36])[CH:29]([O:30][CH2:31][CH3:32])[O:33][CH2:34][CH3:35])[CH2:17][C:18]1[CH:19]=[CH:20][CH:21]=[C:22]2[C:27]=1[N:26]=[CH:25][CH:24]=[CH:23]2)=[O:15], predict the reactants needed to synthesize it. The reactants are: [C:1]([O:5][C:6]1[CH:11]=[CH:10][C:9]([CH2:12][C@H:13]([NH:37]C(=O)OCC2C3C=CC=CC=3C3C2=CC=CC=3)[C:14]([N:16]([C@@H:28]([CH3:36])[CH:29]([O:33][CH2:34][CH3:35])[O:30][CH2:31][CH3:32])[CH2:17][C:18]2[CH:19]=[CH:20][CH:21]=[C:22]3[C:27]=2[N:26]=[CH:25][CH:24]=[CH:23]3)=[O:15])=[CH:8][CH:7]=1)([CH3:4])([CH3:3])[CH3:2].N1CCCCC1. (6) Given the product [O:17]=[S:12]1(=[O:18])[CH2:13][CH2:14][CH2:15][CH2:16][N:11]1[CH2:10][CH:9]1[N:4]2[C:1](=[O:3])[CH:2]=[C:28]([OH:34])[C:29]([OH:30])=[C:5]2[C:6](=[O:27])[N:7]([CH2:19][C:20]2[CH:21]=[CH:22][C:23]([F:26])=[CH:24][CH:25]=2)[CH2:8]1, predict the reactants needed to synthesize it. The reactants are: [C:1]([N:4]1[CH:9]([CH2:10][N:11]2[CH2:16][CH2:15][CH2:14][CH2:13][S:12]2(=[O:18])=[O:17])[CH2:8][N:7]([CH2:19][C:20]2[CH:25]=[CH:24][C:23]([F:26])=[CH:22][CH:21]=2)[C:6](=[O:27])[CH2:5]1)(=[O:3])[CH3:2].[C:28](OCC)(=[O:34])[C:29](OCC)=[O:30].C[Si]([N-][Si](C)(C)C)(C)C.[Na+].C1COCC1. (7) Given the product [CH3:43][C:44]1([CH3:55])[O:48][CH:47]([CH2:49][O:50][CH2:51][CH2:52][CH2:53][NH:54][C:20]([C:5]2[C:6]3[S:10][CH:9]=[C:8]([CH2:11][O:12][C:13]4[CH:18]=[CH:17][C:16]([Br:19])=[CH:15][CH:14]=4)[C:7]=3[C:2]([NH2:1])=[N:3][CH:4]=2)=[O:21])[CH2:46][O:45]1, predict the reactants needed to synthesize it. The reactants are: [NH2:1][C:2]1[C:7]2[C:8]([CH2:11][O:12][C:13]3[CH:18]=[CH:17][C:16]([Br:19])=[CH:15][CH:14]=3)=[CH:9][S:10][C:6]=2[C:5]([C:20](O)=[O:21])=[CH:4][N:3]=1.O.ON1C2C=CC=CC=2N=N1.C(N=C=NC(C)C)(C)C.[CH3:43][C:44]1([CH3:55])[O:48][CH:47]([CH2:49][O:50][CH2:51][CH2:52][CH2:53][NH2:54])[CH2:46][O:45]1. (8) Given the product [CH2:45]([O:52][C:53]([N:55]([CH2:57][C:58]1[CH:63]=[CH:62][C:61]([CH:64]2[C:73](=[O:74])[C:72]3[C:71]([C:75]([O:77][CH2:78][CH3:1])=[O:76])=[CH:70][CH:69]=[CH:68][C:67]=3[NH:66][CH:65]2[C:79]2[CH:84]=[CH:83][CH:82]=[CH:81][CH:80]=2)=[CH:60][CH:59]=1)[CH3:56])=[O:54])[C:46]1[CH:51]=[CH:50][CH:49]=[CH:48][CH:47]=1, predict the reactants needed to synthesize it. The reactants are: [CH:1](C1C=CC(CN(C)C(=O)OCC2C=CC=CC=2)=CC=1)=O.C(=NC1C=CC=C2C=1COC2=O)C1C=CC=CC=1.C[O-].[Na+].CO.[CH2:45]([O:52][C:53]([N:55]([CH2:57][C:58]1[CH:63]=[CH:62][C:61]([CH:64]2[C:73](=[O:74])[C:72]3[C:71]([C:75]([O:77][CH3:78])=[O:76])=[CH:70][CH:69]=[CH:68][C:67]=3[NH:66][CH:65]2[C:79]2[CH:84]=[CH:83][CH:82]=[CH:81][CH:80]=2)=[CH:60][CH:59]=1)[CH3:56])=[O:54])[C:46]1[CH:51]=[CH:50][CH:49]=[CH:48][CH:47]=1. (9) The reactants are: [NH2:1][C@H:2]([C:7]([O-:9])=[O:8])[CH2:3][C:4]([O-:6])=[O:5].C(CC(O)=O)(C(O)=O)=O.N.C1N=C(N)C2N=CN([C@@H]3O[C@H](COP(OP(OC[C@H]4O[C@@H](N5C=C(C(N)=O)CC=C5)[C@H](O)[C@@H]4O)(O)=O)(O)=O)[C@@H](O)[C@H]3O)C=2N=1.C(O)(=O)/C=C/C(O)=O. Given the product [NH2:1][C@H:2]([C:7]([OH:9])=[O:8])[CH2:3][C:4]([OH:6])=[O:5], predict the reactants needed to synthesize it. (10) Given the product [CH3:21][N:19]([CH3:20])[C:18]([CH:17]1[CH2:33][CH2:32][CH2:14][NH:15][CH2:16]1)=[O:1], predict the reactants needed to synthesize it. The reactants are: [OH:1]N1C2C=CC=CC=2N=N1.CCN=[C:14]=[N:15][CH2:16][CH2:17][CH2:18][N:19]([CH3:21])[CH3:20].Cl.Cl.CNC.C(N([CH2:32][CH3:33])CC)C.